From a dataset of Reaction yield outcomes from USPTO patents with 853,638 reactions. Predict the reaction yield, written as a fraction of the theoretical maximum amount of product (1.0 means a 100% yield; for example, 0.34 means a 34% yield). (1) The reactants are C(Cl)(=O)C(Cl)=O.CS(C)=O.[N:11]1([C:20]([CH3:24])([CH3:23])[CH2:21]O)[C:19]2[C:14](=[N:15][CH:16]=[CH:17][CH:18]=2)[N:13]=[CH:12]1.C(N(CC)CC)C.[H-].[Na+].C(OP([CH2:42][C:43]([O:45][CH3:46])=[O:44])(OCC)=O)C. The catalyst is ClCCl.C1COCC1.O. The product is [CH3:46][O:45][C:43](=[O:44])[CH:42]=[CH:21][C:20]([N:11]1[C:19]2[C:14](=[N:15][CH:16]=[CH:17][CH:18]=2)[N:13]=[CH:12]1)([CH3:24])[CH3:23]. The yield is 0.930. (2) The reactants are Br[C:2]1[CH:7]=[CH:6][CH:5]=[CH:4][N:3]=1.[Li]CCCC.[O:13]=[C:14]1[CH2:19][CH2:18][N:17]([C:20]([O:22][CH2:23][C:24]2[CH:29]=[CH:28][CH:27]=[CH:26][CH:25]=2)=[O:21])[CH2:16][CH2:15]1. The catalyst is C1COCC1. The product is [OH:13][C:14]1([C:2]2[CH:7]=[CH:6][CH:5]=[CH:4][N:3]=2)[CH2:15][CH2:16][N:17]([C:20]([O:22][CH2:23][C:24]2[CH:29]=[CH:28][CH:27]=[CH:26][CH:25]=2)=[O:21])[CH2:18][CH2:19]1. The yield is 0.270. (3) The reactants are [Cl:1][C:2]1[CH:3]=[C:4]([N:9]([CH:13]2[CH2:18][C:17]3([C:26]4[C:21](=[CH:22][C:23](Br)=[CH:24][CH:25]=4)[NH:20][CH2:19]3)[CH2:16][CH2:15][N:14]2[C:28]([O:30][CH2:31][C:32]2[CH:37]=[CH:36][CH:35]=[CH:34][CH:33]=2)=[O:29])[C:10]([NH2:12])=[O:11])[CH:5]=[CH:6][C:7]=1[F:8].[C:38]([C:40]1[CH:41]=[C:42](B(O)O)[CH:43]=[CH:44][CH:45]=1)#[N:39].C([O-])([O-])=O.[Na+].[Na+].CCO. The catalyst is C1(C)C=CC=CC=1.C1C=CC([P]([Pd]([P](C2C=CC=CC=2)(C2C=CC=CC=2)C2C=CC=CC=2)([P](C2C=CC=CC=2)(C2C=CC=CC=2)C2C=CC=CC=2)[P](C2C=CC=CC=2)(C2C=CC=CC=2)C2C=CC=CC=2)(C2C=CC=CC=2)C2C=CC=CC=2)=CC=1. The product is [Cl:1][C:2]1[CH:3]=[C:4]([N:9]([CH:13]2[CH2:18][C:17]3([C:26]4[C:21](=[CH:22][C:23]([C:44]5[CH:43]=[CH:42][CH:41]=[C:40]([C:38]#[N:39])[CH:45]=5)=[CH:24][CH:25]=4)[NH:20][CH2:19]3)[CH2:16][CH2:15][N:14]2[C:28]([O:30][CH2:31][C:32]2[CH:37]=[CH:36][CH:35]=[CH:34][CH:33]=2)=[O:29])[C:10]([NH2:12])=[O:11])[CH:5]=[CH:6][C:7]=1[F:8]. The yield is 0.360. (4) The reactants are [CH3:1][C:2]1[C:7]([CH3:8])=[C:6]([O:9]CC(C)=CC2C=CC(C)=CC=2)[CH:5]=[C:4]([CH3:21])[C:3]=1[NH:22][CH:23]=[O:24].[C:25](=O)([O-])[O-].[K+].[K+].CN(C)[C:33]1[CH:38]=CC=C[CH:34]=1.[CH3:40][CH2:41][CH2:42][CH2:43][CH2:44][CH2:45][CH3:46]. No catalyst specified. The product is [OH:9][C:6]1[C:5]([CH3:25])=[C:4]([CH3:21])[C:3]([NH:22][CH:23]=[O:24])=[C:2]([CH3:1])[C:7]=1[C:8]([C:42]1[CH:41]=[CH:40][C:45]([CH3:46])=[CH:44][CH:43]=1)=[C:33]([CH3:38])[CH3:34]. The yield is 0.869. (5) The reactants are [F:1][CH2:2][CH2:3][CH2:4][O:5][C:6]1[CH:7]=[C:8]([CH:19]=[CH:20][CH:21]=1)[C:9]([C:11]1[C:12]([C:17]#[N:18])=[N:13][CH:14]=[CH:15][CH:16]=1)=O.[CH3:22][C:23]([S:26]([NH2:28])=[O:27])([CH3:25])[CH3:24]. No catalyst specified. The product is [C:17]([C:12]1[C:11]([C:9]([C:8]2[CH:19]=[CH:20][CH:21]=[C:6]([O:5][CH2:4][CH2:3][CH2:2][F:1])[CH:7]=2)=[N:28][S:26]([C:23]([CH3:25])([CH3:24])[CH3:22])=[O:27])=[CH:16][CH:15]=[CH:14][N:13]=1)#[N:18]. The yield is 0.330. (6) The reactants are C([NH:5][S:6]([C:9]1[S:10][C:11]([C:14]2[CH:19]=[C:18]([C:20]3[N:25]=[C:24]([C:26]([F:29])([F:28])[F:27])[CH:23]=[C:22]([C:30]4[CH:31]=[N:32][C:33]([C:36]([F:39])([F:38])[F:37])=[CH:34][CH:35]=4)[N:21]=3)[CH:17]=[CH:16][N:15]=2)=[CH:12][CH:13]=1)(=[O:8])=[O:7])(C)(C)C.C(O)(C(F)(F)F)=O. The catalyst is ClCCl. The product is [F:29][C:26]([F:27])([F:28])[C:24]1[CH:23]=[C:22]([C:30]2[CH:31]=[N:32][C:33]([C:36]([F:38])([F:37])[F:39])=[CH:34][CH:35]=2)[N:21]=[C:20]([C:18]2[CH:17]=[CH:16][N:15]=[C:14]([C:11]3[S:10][C:9]([S:6]([NH2:5])(=[O:8])=[O:7])=[CH:13][CH:12]=3)[CH:19]=2)[N:25]=1. The yield is 0.210.